Dataset: CYP1A2 inhibition data for predicting drug metabolism from PubChem BioAssay. Task: Regression/Classification. Given a drug SMILES string, predict its absorption, distribution, metabolism, or excretion properties. Task type varies by dataset: regression for continuous measurements (e.g., permeability, clearance, half-life) or binary classification for categorical outcomes (e.g., BBB penetration, CYP inhibition). Dataset: cyp1a2_veith. (1) The molecule is CCCNC(=O)OC[C@@H]1O[C@H](CCO/N=C\[C@@H](OC)[C@H](C)/C=C\CC(=O)OC)C=C[C@@H]1Oc1ccc(OC)cc1. The result is 0 (non-inhibitor). (2) The compound is CC(=O)NCCNc1ncnc2ccc(-c3ccoc3)cc12. The result is 1 (inhibitor). (3) The compound is O=S(=O)(O)c1nc2ccccc2n1Cc1ccccc1. The result is 0 (non-inhibitor). (4) The molecule is O=C(Nc1cccc(C(=O)Nc2ccc(S(=O)(=O)[O-])c3cc(S(=O)(=O)[O-])cc(S(=O)(=O)[O-])c23)c1)Nc1cccc(C(=O)Nc2ccc(S(=O)(=O)[O-])c3cc(S(=O)(=O)[O-])cc(S(=O)(=O)[O-])c23)c1. The result is 0 (non-inhibitor). (5) The drug is COc1ncc2nc(-c3cc(F)cc(F)c3)c(=O)n(Cc3cccs3)c2n1. The result is 1 (inhibitor).